From a dataset of Full USPTO retrosynthesis dataset with 1.9M reactions from patents (1976-2016). Predict the reactants needed to synthesize the given product. (1) Given the product [Br:1][C:2]1[CH:7]=[CH:6][C:5]([CH2:8][NH:12][CH2:10][CH3:11])=[CH:4][CH:3]=1, predict the reactants needed to synthesize it. The reactants are: [Br:1][C:2]1[CH:7]=[CH:6][C:5]([CH2:8]Br)=[CH:4][CH:3]=1.[CH2:10]([NH2:12])[CH3:11]. (2) Given the product [OH:40][C@@H:39]([CH2:38][CH2:37][OH:36])[CH2:41][O:42][NH:43][C:20]([C:11]1[C:12](=[O:19])[N:13]([CH3:18])[C:14](=[O:17])[N:15]([CH3:16])[C:10]=1[NH:9][C:3]1[CH:4]=[CH:5][C:6]([I:8])=[CH:7][C:2]=1[F:1])=[O:21], predict the reactants needed to synthesize it. The reactants are: [F:1][C:2]1[CH:7]=[C:6]([I:8])[CH:5]=[CH:4][C:3]=1[NH:9][C:10]1[N:15]([CH3:16])[C:14](=[O:17])[N:13]([CH3:18])[C:12](=[O:19])[C:11]=1[C:20](OC1C=CC=CC=1)=[O:21].C1([C@@H]2[O:40][CH:39]([CH2:41][O:42][NH2:43])[CH2:38][CH2:37][O:36]2)C=CC=CC=1. (3) Given the product [CH3:26][C:27]1[S:28][C:29]([C:2]2[CH:3]=[CH:4][C:5]([CH3:25])=[C:6]([NH:8][C:9](=[O:24])[C:10]3[CH:15]=[CH:14][C:13]([O:16][CH2:17][C:18]4[CH:23]=[CH:22][CH:21]=[CH:20][N:19]=4)=[CH:12][CH:11]=3)[CH:7]=2)=[C:30]([CH3:32])[N:31]=1, predict the reactants needed to synthesize it. The reactants are: I[C:2]1[CH:3]=[CH:4][C:5]([CH3:25])=[C:6]([NH:8][C:9](=[O:24])[C:10]2[CH:15]=[CH:14][C:13]([O:16][CH2:17][C:18]3[CH:23]=[CH:22][CH:21]=[CH:20][N:19]=3)=[CH:12][CH:11]=2)[CH:7]=1.[CH3:26][C:27]1[S:28][C:29](B2OC(C)(C)C(C)(C)O2)=[C:30]([CH3:32])[N:31]=1.C([O-])([O-])=O.[Cs+].[Cs+].Cl. (4) Given the product [Cl:22][C:23]1[CH:30]=[CH:29][CH:28]=[C:27]([F:31])[C:24]=1[CH2:25][NH:26][C:2]1[CH:7]=[CH:6][N:5]=[CH:4][C:3]=1[S:8]([NH:11][C:12]1[CH:17]=[CH:16][C:15]([O:18][CH3:19])=[C:14]([O:20][CH3:21])[CH:13]=1)(=[O:10])=[O:9], predict the reactants needed to synthesize it. The reactants are: Cl[C:2]1[CH:7]=[CH:6][N:5]=[CH:4][C:3]=1[S:8]([NH:11][C:12]1[CH:17]=[CH:16][C:15]([O:18][CH3:19])=[C:14]([O:20][CH3:21])[CH:13]=1)(=[O:10])=[O:9].[Cl:22][C:23]1[CH:30]=[CH:29][CH:28]=[C:27]([F:31])[C:24]=1[CH2:25][NH2:26].C([O-])([O-])=O.[K+].[K+].C([O-])(O)=O.[Na+]. (5) Given the product [CH:12]([C:14]1[O:18][C:17]([C:2]2[S:6][C:5]([NH:7][C:8](=[O:10])[CH3:9])=[N:4][C:3]=2[CH3:11])=[CH:16][CH:15]=1)=[O:13], predict the reactants needed to synthesize it. The reactants are: Br[C:2]1[S:6][C:5]([NH:7][C:8](=[O:10])[CH3:9])=[N:4][C:3]=1[CH3:11].[CH:12]([C:14]1[O:18][C:17](B(O)O)=[CH:16][CH:15]=1)=[O:13].C(=O)(O)[O-].[Na+].O. (6) Given the product [Br-:21].[C:17]([C:14]1[CH:15]=[CH:16][C:11]([C@H:10]2[N:9]3[C:22](=[O:25])[NH:23][N:24]=[C:8]3[N:7]([C:26]3[CH:31]=[CH:30][CH:29]=[C:28]([C:32]([F:34])([F:35])[F:33])[CH:27]=3)[C:6]([CH3:36])=[C:5]2[C:3]([O:2][CH3:1])=[O:4])=[C:12]([CH2:19][CH2:20][N+:37]2[CH:42]=[CH:41][CH:40]=[CH:39][CH:38]=2)[CH:13]=1)#[N:18], predict the reactants needed to synthesize it. The reactants are: [CH3:1][O:2][C:3]([C:5]1[C@@H:10]([C:11]2[CH:16]=[CH:15][C:14]([C:17]#[N:18])=[CH:13][C:12]=2[CH2:19][CH2:20][Br:21])[N:9]2[C:22](=[O:25])[NH:23][N:24]=[C:8]2[N:7]([C:26]2[CH:31]=[CH:30][CH:29]=[C:28]([C:32]([F:35])([F:34])[F:33])[CH:27]=2)[C:6]=1[CH3:36])=[O:4].[N:37]1[CH:42]=[CH:41][CH:40]=[CH:39][CH:38]=1. (7) The reactants are: C(O[C:4]([C:6]1[N:7]=[C:8]([C:15]2[C:20]([F:21])=[CH:19][CH:18]=[CH:17][C:16]=2[F:22])[N:9]([CH3:14])[C:10](=[O:13])[C:11]=1[OH:12])=[O:5])C.[F:23][C:24]1[CH:31]=[C:30]([F:32])[CH:29]=[CH:28][C:25]=1[CH2:26][NH2:27]. Given the product [F:23][C:24]1[CH:31]=[C:30]([F:32])[CH:29]=[CH:28][C:25]=1[CH2:26][NH:27][C:4]([C:6]1[N:7]=[C:8]([C:15]2[C:16]([F:22])=[CH:17][CH:18]=[CH:19][C:20]=2[F:21])[N:9]([CH3:14])[C:10](=[O:13])[C:11]=1[OH:12])=[O:5], predict the reactants needed to synthesize it.